Dataset: Reaction yield outcomes from USPTO patents with 853,638 reactions. Task: Predict the reaction yield, written as a fraction of the theoretical maximum amount of product (1.0 means a 100% yield; for example, 0.34 means a 34% yield). The reactants are [F:1][C:2]1[CH:3]=[C:4]([C:9]2[CH:18]=[N:17][C:16]3C(C(O)=O)=[C:14]([OH:22])[C:13]([C:23]4[CH:28]=[CH:27][CH:26]=[C:25]([F:29])[CH:24]=4)=[CH:12][C:11]=3[N:10]=2)[CH:5]=[CH:6][C:7]=1[F:8].Cl.[CH2:31]([NH:33][CH2:34][C:35]([OH:37])=[O:36])[CH3:32].C(N([CH2:43][CH3:44])CC)C.C1CN([P+]([O:61]N2N=NC3C=CC=CC2=3)(N2CCCC2)N2CCCC2)CC1.F[P-](F)(F)(F)(F)F. The catalyst is CN(C)C=O. The product is [F:1][C:2]1[CH:3]=[C:4]([C:9]2[CH:18]=[N:17][C:16]3[C:11](=[CH:12][C:13]([C:23]4[CH:28]=[CH:27][CH:26]=[C:25]([F:29])[CH:24]=4)=[C:14]([OH:22])[C:32]=3[C:31]([NH:33][CH2:34][C:35]([O:37][CH2:43][CH3:44])=[O:36])=[O:61])[N:10]=2)[CH:5]=[CH:6][C:7]=1[F:8]. The yield is 0.553.